Dataset: Forward reaction prediction with 1.9M reactions from USPTO patents (1976-2016). Task: Predict the product of the given reaction. (1) Given the reactants [CH3:1][O:2][C:3](=[O:16])[C:4]1[CH:9]=[C:8](I)[C:7]([C:11]([F:14])([F:13])[F:12])=[CH:6][C:5]=1[NH2:15].[CH3:17][N:18]1[C:22]([Sn](CCCC)(CCCC)CCCC)=[CH:21][N:20]=[N:19]1, predict the reaction product. The product is: [CH3:1][O:2][C:3](=[O:16])[C:4]1[CH:9]=[C:8]([C:22]2[N:18]([CH3:17])[N:19]=[N:20][CH:21]=2)[C:7]([C:11]([F:14])([F:13])[F:12])=[CH:6][C:5]=1[NH2:15]. (2) The product is: [Cl:14][C:15]1[CH:16]=[C:17]([F:44])[C:18]([C:38]2[N:42]=[C:41]([CH3:43])[O:40][N:39]=2)=[C:19]([C:21]2[CH:22]=[C:23]([F:37])[C:24]([C@H:27]([NH:29][C:30]([C:32]3([NH:36][C:6](=[O:11])[C:7]([F:8])([F:9])[F:10])[CH2:35][O:34][CH2:33]3)=[O:31])[CH3:28])=[N:25][CH:26]=2)[CH:20]=1. Given the reactants [F:8][C:7]([F:10])([F:9])[C:6](O[C:6](=[O:11])[C:7]([F:10])([F:9])[F:8])=[O:11].[Cl:14][C:15]1[CH:16]=[C:17]([F:44])[C:18]([C:38]2[N:42]=[C:41]([CH3:43])[O:40][N:39]=2)=[C:19]([C:21]2[CH:22]=[C:23]([F:37])[C:24]([C@H:27]([NH:29][C:30]([C:32]3([NH2:36])[CH2:35][O:34][CH2:33]3)=[O:31])[CH3:28])=[N:25][CH:26]=2)[CH:20]=1.C(N(CC)CC)C, predict the reaction product. (3) Given the reactants [C:1]1([CH3:7])C=CC=CC=1.O.[Cl:9][C:10]1[CH:15]=[CH:14][C:13]([C:16]([C:18]2[CH:23]=[CH:22][C:21]([N+:24]([O-:26])=[O:25])=[CH:20][CH:19]=2)=[O:17])=[CH:12][CH:11]=1.C1(C)C=CC(S(O)(=O)=[O:34])=CC=1, predict the reaction product. The product is: [Cl:9][C:10]1[CH:11]=[CH:12][C:13]([C:16]2([C:18]3[CH:23]=[CH:22][C:21]([N+:24]([O-:26])=[O:25])=[CH:20][CH:19]=3)[O:34][CH2:1][CH2:7][O:17]2)=[CH:14][CH:15]=1. (4) Given the reactants [CH3:1][CH2:2][N:3]([C:6]([C:8]1([C:13]2[CH:14]=[CH:15][CH:16]=[CH:17][CH:18]=2)[CH:10]([CH2:11][NH2:12])[CH2:9]1)=[O:7])[CH2:4][CH3:5].C(OCC)(=O)C.[ClH:25], predict the reaction product. The product is: [CH3:5][CH2:4][N:3]([C:6]([C:8]1([C:13]2[CH:14]=[CH:15][CH:16]=[CH:17][CH:18]=2)[CH:10]([CH2:11][NH2:12])[CH2:9]1)=[O:7])[CH2:2][CH3:1].[ClH:25].[ClH:25]. (5) Given the reactants [H-].[Na+].[Cl:3][C:4]1[CH:5]=[C:6]2[C:11](=[CH:12][CH:13]=1)[CH:10]=[C:9]([S:14]([CH2:17][C@@H:18]([NH:37][C:38](=[O:43])[O:39][CH2:40][CH2:41]Cl)[C:19]([N:21]1[CH2:26][CH2:25][CH:24]([N:27]3[CH2:31][C:30]4=[CH:32][N:33]=[C:34]([CH3:35])[N:29]4[C:28]3=[O:36])[CH2:23][CH2:22]1)=[O:20])(=[O:16])=[O:15])[CH:8]=[CH:7]2.O, predict the reaction product. The product is: [Cl:3][C:4]1[CH:5]=[C:6]2[C:11](=[CH:12][CH:13]=1)[CH:10]=[C:9]([S:14]([CH2:17][C@@H:18]([N:37]1[CH2:41][CH2:40][O:39][C:38]1=[O:43])[C:19]([N:21]1[CH2:22][CH2:23][CH:24]([N:27]3[CH2:31][C:30]4=[CH:32][N:33]=[C:34]([CH3:35])[N:29]4[C:28]3=[O:36])[CH2:25][CH2:26]1)=[O:20])(=[O:16])=[O:15])[CH:8]=[CH:7]2.